This data is from Forward reaction prediction with 1.9M reactions from USPTO patents (1976-2016). The task is: Predict the product of the given reaction. (1) Given the reactants [Br:1][C:2]1[CH:3]=[C:4]([N:12]([CH:14]([CH2:16][CH3:17])[CH3:15])[CH3:13])[C:5]([CH3:11])=[C:6]([CH:10]=1)[C:7]([OH:9])=O.C(Cl)CCl.C1C=CC2N(O)N=NC=2C=1.CN1CCOCC1.Cl.[NH2:40][CH2:41][C:42]1[C:43](=[O:50])[NH:44][C:45]([CH3:49])=[CH:46][C:47]=1[CH3:48], predict the reaction product. The product is: [Br:1][C:2]1[CH:3]=[C:4]([N:12]([CH:14]([CH2:16][CH3:17])[CH3:15])[CH3:13])[C:5]([CH3:11])=[C:6]([CH:10]=1)[C:7]([NH:40][CH2:41][C:42]1[C:43](=[O:50])[NH:44][C:45]([CH3:49])=[CH:46][C:47]=1[CH3:48])=[O:9]. (2) Given the reactants Cl[C:2]1[CH:7]=[CH:6][CH:5]=[CH:4][CH:3]=1.[CH2:8]([NH2:15])[C:9]1[CH:14]=[CH:13][CH:12]=[CH:11][CH:10]=1.CC([O-])(C)C.[Na+].O(CCCC)CCCC, predict the reaction product. The product is: [CH2:8]([NH:15][C:2]1[CH:7]=[CH:6][CH:5]=[CH:4][CH:3]=1)[C:9]1[CH:14]=[CH:13][CH:12]=[CH:11][CH:10]=1. (3) Given the reactants Br[C:2]1[CH:7]=[C:6]([C:8]([F:11])([F:10])[F:9])[C:5]2[CH2:12][O:13][C@@H:14]3[C@H:18]([C:4]=2[CH:3]=1)[CH2:17][N:16](C(OC(C)(C)C)=O)[CH2:15]3.[CH3:26][NH:27][CH3:28].CC(C)([O-])C.[Na+].C1C=CC(P(C2C=CC3C(=CC=CC=3)C=2C2C3C(=CC=CC=3)C=CC=2P(C2C=CC=CC=2)C2C=CC=CC=2)C2C=CC=CC=2)=CC=1.[ClH:81], predict the reaction product. The product is: [ClH:81].[CH3:26][N:27]([CH3:28])[C:2]1[CH:7]=[C:6]([C:8]([F:11])([F:10])[F:9])[C:5]2[CH2:12][O:13][C@@H:14]3[C@H:18]([C:4]=2[CH:3]=1)[CH2:17][NH:16][CH2:15]3. (4) Given the reactants [Br-].C1(C([PH3+])(C2C=CC=CC=2)C2C=CC=CC=2)C=CC=CC=1.[CH3:22][C:23]([CH3:26])([O-])[CH3:24].[K+].O=C1C[CH2:33][CH:32]([C:35]([O:37][CH2:38][CH3:39])=[O:36])[CH2:31]C1.O, predict the reaction product. The product is: [CH2:22]=[C:23]1[CH2:26][CH2:33][CH:32]([C:35]([O:37][CH2:38][CH3:39])=[O:36])[CH2:31][CH2:24]1. (5) Given the reactants CO[C:3]([C:5]1[CH:10]=[C:9]([CH3:11])[N:8]2[N:12]=[C:13]([N+:15]([O-:17])=[O:16])[CH:14]=[C:7]2[N:6]=1)=[O:4].[F:18][C:19]1[CH:20]=[C:21]([CH:24]=[CH:25][C:26]=1[F:27])[CH2:22][NH2:23], predict the reaction product. The product is: [F:18][C:19]1[CH:20]=[C:21]([CH:24]=[CH:25][C:26]=1[F:27])[CH2:22][NH:23][C:3]([C:5]1[CH:10]=[C:9]([CH3:11])[N:8]2[N:12]=[C:13]([N+:15]([O-:17])=[O:16])[CH:14]=[C:7]2[N:6]=1)=[O:4].